Dataset: Forward reaction prediction with 1.9M reactions from USPTO patents (1976-2016). Task: Predict the product of the given reaction. (1) Given the reactants [C:1]([C:4]1[C:5](=[O:12])[NH:6][C:7]([CH3:11])=[CH:8][C:9]=1[OH:10])(=[O:3])[CH3:2].[O:13]=[C:14]1[N:18]([C:19]2[CH:20]=[C:21]([CH:24]=[CH:25][CH:26]=2)[CH:22]=O)[CH2:17][CH2:16][O:15]1, predict the reaction product. The product is: [OH:10][C:9]1[CH:8]=[C:7]([CH3:11])[NH:6][C:5](=[O:12])[C:4]=1[C:1](=[O:3])[CH:2]=[CH:22][C:21]1[CH:24]=[CH:25][CH:26]=[C:19]([N:18]2[CH2:17][CH2:16][O:15][C:14]2=[O:13])[CH:20]=1. (2) Given the reactants [CH:1]1[C:6]2[CH2:7][CH2:8][C:9](=[O:12])[CH2:10][CH2:11][C:5]=2[CH:4]=[CH:3][CH:2]=1.[N+:13]([O-])([OH:15])=[O:14], predict the reaction product. The product is: [N+:13]([C:3]1[CH:2]=[CH:1][C:6]2[CH2:7][CH2:8][C:9](=[O:12])[CH2:10][CH2:11][C:5]=2[CH:4]=1)([O-:15])=[O:14].